This data is from Experimentally validated miRNA-target interactions with 360,000+ pairs, plus equal number of negative samples. The task is: Binary Classification. Given a miRNA mature sequence and a target amino acid sequence, predict their likelihood of interaction. (1) The miRNA is hsa-miR-548g-5p with sequence UGCAAAAGUAAUUGCAGUUUUUG. The protein sequence of the target gene is MEKLGVEPEEEGGGDDDEEDAEAWAMELADVGAAASSQGVHDQVLPTPNASSRVIVHVDLDCFYAQVEMISNPELKDKPLGVQQKYLVVTCNYEARKLGVKKLMNVRDAKEKCPQLVLVNGEDLTRYREMSYKVTELLEEFSPVVERLGFDENFVDLTEMVEKRLQQLQSDELSAVTVSGHVYNNQSINLLDVLHIRLLVGSQIAAEMREAMYNQLGLTGCAGVASNKLLAKLVSGVFKPNQQTVLLPESCQHLIHSLNHIKEIPGIGYKTAKCLEALGINSVRDLQTFSPKILEKELGI.... Result: 1 (interaction). (2) The protein sequence of the target gene is MEALPLLAATTPDHGRHRRLLLLPLLLFLLPAGAVQGWETEERPRTREEECHFYAGGQVYPGEASRVSVADHSLHLSKAKISKPAPYWEGTAVIDGEFKELKLTDYRGKYLVFFFYPLDFTFVCPTEIIAFGDRLEEFRSINTEVVACSVDSQFTHLAWINTPRRQGGLGPIRIPLLSDLTHQISKDYGVYLEDSGHTLRGLFIIDDKGILRQITLNDLPVGRSVDETLRLVQAFQYTDKHGEVCPAGWKPGSETIIPDPAGKLKYFDKLN. The miRNA is hsa-miR-484 with sequence UCAGGCUCAGUCCCCUCCCGAU. Result: 1 (interaction). (3) The miRNA is hsa-miR-6883-3p with sequence UUCCCUAUCUCACUCUCCUCAG. The protein sequence of the target gene is MSQEATEAPAMPGEGHGHNKAKARWLLGTDRKRSRINRTRQDLWEDTSWSNHRLSRATSAPRGTRARGTAHGRSEASPENAARERTRVKTLRQAFLALQAALPAVPPDTKLSKLDVLVLATSYIAHLTRTLGHELPGPAWPPFVRGLRYLHPLKKWPMRSRLYAGGLGCSDLDSTTAITTGQRCKDAELGSQDSVAAESLLTSPAFGNK. Result: 0 (no interaction).